From a dataset of Full USPTO retrosynthesis dataset with 1.9M reactions from patents (1976-2016). Predict the reactants needed to synthesize the given product. (1) Given the product [F:33][C:14]([F:13])([F:32])[O:15][C:16]1[CH:17]=[CH:18][C:19]([S:22]([N:25]2[CH2:26][CH2:27][CH:28]([O:31][N:35]3[C:39](=[O:40])[C:38]4[C:37](=[CH:44][CH:43]=[CH:42][CH:41]=4)[C:36]3=[O:45])[CH2:29][CH2:30]2)(=[O:23])=[O:24])=[CH:20][CH:21]=1, predict the reactants needed to synthesize it. The reactants are: N(C(OCC)=O)=NC(OCC)=O.[F:13][C:14]([F:33])([F:32])[O:15][C:16]1[CH:21]=[CH:20][C:19]([S:22]([N:25]2[CH2:30][CH2:29][CH:28]([OH:31])[CH2:27][CH2:26]2)(=[O:24])=[O:23])=[CH:18][CH:17]=1.O[N:35]1[C:39](=[O:40])[C:38]2=[CH:41][CH:42]=[CH:43][CH:44]=[C:37]2[C:36]1=[O:45].C1(P(C2C=CC=CC=2)C2C=CC=CC=2)C=CC=CC=1. (2) Given the product [C:21]([N:15]1[CH2:20][CH2:19][N:18]([C:2]2[CH:9]=[C:8]([O:10][CH3:11])[C:7]([N+:12]([O-:14])=[O:13])=[CH:6][C:3]=2[C:4]#[N:5])[CH2:17][CH2:16]1)(=[O:23])[CH3:22], predict the reactants needed to synthesize it. The reactants are: F[C:2]1[CH:9]=[C:8]([O:10][CH3:11])[C:7]([N+:12]([O-:14])=[O:13])=[CH:6][C:3]=1[C:4]#[N:5].[N:15]1([C:21](=[O:23])[CH3:22])[CH2:20][CH2:19][NH:18][CH2:17][CH2:16]1.C(=O)([O-])[O-].[Cs+].[Cs+]. (3) Given the product [CH2:9]([O:1][C:2]1[CH:3]=[CH:4][C:5]([CH3:8])=[N:6][CH:7]=1)[C:10]1[CH:15]=[CH:14][CH:13]=[CH:12][CH:11]=1, predict the reactants needed to synthesize it. The reactants are: [OH:1][C:2]1[CH:3]=[CH:4][C:5]([CH3:8])=[N:6][CH:7]=1.[CH2:9](Br)[C:10]1[CH:15]=[CH:14][CH:13]=[CH:12][CH:11]=1.C(=O)([O-])[O-].[Ca+2].[Cl-].[NH4+]. (4) The reactants are: [ClH:1].[N:2]1([CH2:8][CH2:9][CH2:10][O:11][C:12]2[CH:20]=[CH:19][C:15]([C:16](O)=[O:17])=[CH:14][CH:13]=2)[CH2:7][CH2:6][CH2:5][CH2:4][CH2:3]1. Given the product [ClH:1].[N:2]1([CH2:8][CH2:9][CH2:10][O:11][C:12]2[CH:20]=[CH:19][C:15]([C:16]([Cl:1])=[O:17])=[CH:14][CH:13]=2)[CH2:7][CH2:6][CH2:5][CH2:4][CH2:3]1, predict the reactants needed to synthesize it.